Regression. Given a peptide amino acid sequence and an MHC pseudo amino acid sequence, predict their binding affinity value. This is MHC class II binding data. From a dataset of Peptide-MHC class II binding affinity with 134,281 pairs from IEDB. (1) The peptide sequence is GKTRRILPQIIKEAINRR. The MHC is DRB1_0405 with pseudo-sequence DRB1_0405. The binding affinity (normalized) is 0.115. (2) The peptide sequence is TFTVEKGSNEKHLAV. The MHC is DRB4_0101 with pseudo-sequence DRB4_0103. The binding affinity (normalized) is 0.0325. (3) The peptide sequence is VWKRELNLLDKRQFE. The MHC is DRB1_0701 with pseudo-sequence DRB1_0701. The binding affinity (normalized) is 0.302. (4) The peptide sequence is EEIRRIWRQANNGDD. The MHC is DRB1_0701 with pseudo-sequence DRB1_0701. The binding affinity (normalized) is 0.394. (5) The peptide sequence is GEFQIVDKIDAAFKI. The MHC is DRB5_0101 with pseudo-sequence DRB5_0101. The binding affinity (normalized) is 0.774.